Predict the reaction yield, written as a fraction of the theoretical maximum amount of product (1.0 means a 100% yield; for example, 0.34 means a 34% yield). From a dataset of Reaction yield outcomes from USPTO patents with 853,638 reactions. (1) The reactants are [F:1][C:2]1[CH:7]=[C:6]([C:8]2[C:9]3[C:10]4[CH:24]=[CH:23][S:22][C:11]=4[C:12](=[O:21])[NH:13][C:14]=3[C:15]([CH3:20])=[CH:16][C:17]=2[O:18][CH3:19])[CH:5]=[CH:4][C:3]=1[C@@H:25]([CH3:35])[CH2:26][NH:27]C(=O)OC(C)(C)C.[ClH:36]. The catalyst is CCOCC. The product is [ClH:36].[NH2:27][CH2:26][C@@H:25]([C:3]1[CH:4]=[CH:5][C:6]([C:8]2[C:9]3[C:10]4[CH:24]=[CH:23][S:22][C:11]=4[C:12](=[O:21])[NH:13][C:14]=3[C:15]([CH3:20])=[CH:16][C:17]=2[O:18][CH3:19])=[CH:7][C:2]=1[F:1])[CH3:35]. The yield is 0.810. (2) The reactants are [Br:1][C:2]1[CH:3]=[C:4]2[C@:11]3([C:15](=[O:16])[N:14]([CH2:17][CH2:18][CH3:19])[C:13](SCCC)=[N:12]3)[CH2:10][C@H:9]([C:24]3[CH:29]=[CH:28][CH:27]=[CH:26][CH:25]=3)[O:8][C:5]2=[CH:6][CH:7]=1.[NH4+:30].[I-]. The catalyst is N.CCO. The product is [NH2:30][C:13]1[N:14]([CH2:17][CH2:18][CH3:19])[C:15](=[O:16])[C@:11]2([C:4]3[C:5](=[CH:6][CH:7]=[C:2]([Br:1])[CH:3]=3)[O:8][C@@H:9]([C:24]3[CH:29]=[CH:28][CH:27]=[CH:26][CH:25]=3)[CH2:10]2)[N:12]=1. The yield is 0.230. (3) The reactants are [CH3:1][C:2]1[O:6][C:5]([C:7]2[CH:12]=[CH:11][CH:10]=[CH:9][CH:8]=2)=[N:4][C:3]=1[CH2:13][CH2:14][C:15]1[CH:20]=[CH:19][C:18]([CH2:21][OH:22])=[CH:17][CH:16]=1.[CH3:23][O:24][C:25](=[O:34])[CH2:26][C:27]1[CH:32]=[CH:31][CH:30]=[CH:29][C:28]=1O.C1(P(C2C=CC=CC=2)C2C=CC=CC=2)C=CC=CC=1.N(C(OCC)=O)=NC(OCC)=O. The catalyst is C1(C)C=CC=CC=1.C(OCC)(=O)C.O1CCCC1. The product is [CH3:1][C:2]1[O:6][C:5]([C:7]2[CH:8]=[CH:9][CH:10]=[CH:11][CH:12]=2)=[N:4][C:3]=1[CH2:13][CH2:14][C:15]1[CH:16]=[CH:17][C:18]([CH2:21][O:22][C:28]2[CH:29]=[CH:30][CH:31]=[CH:32][C:27]=2[CH2:26][C:25]([O:24][CH3:23])=[O:34])=[CH:19][CH:20]=1. The yield is 0.580. (4) The yield is 0.690. The product is [NH2:1][C:2]1[CH:7]=[C:6]([Cl:8])[C:5]([SH:9])=[C:4]([Cl:15])[CH:3]=1. The reactants are [NH2:1][C:2]1[CH:7]=[C:6]([Cl:8])[C:5]([S:9]C(=O)N(C)C)=[C:4]([Cl:15])[CH:3]=1.[OH-].[K+].Cl. The catalyst is C(O)C.O. (5) The reactants are [CH2:1]([N:8]1[N:12]=[C:11]([C:13]2[C:17]3[CH:18]=[N:19][C:20](Br)=[CH:21][C:16]=3[N:15]([CH:23]([CH3:25])[CH3:24])[CH:14]=2)[CH:10]=[N:9]1)[C:2]1[CH:7]=[CH:6][CH:5]=[CH:4][CH:3]=1.[CH:26]1([S:29]([N:32]2[CH:36]=[C:35]([C:37]3[N:42]=[C:41]([NH2:43])[CH:40]=[CH:39][N:38]=3)[CH:34]=[N:33]2)(=[O:31])=[O:30])[CH2:28][CH2:27]1.CC1(C)C2C=CC=C(P(C3C=CC=CC=3)C3C=CC=CC=3)C=2OC2C1=CC=CC=2P(C1C=CC=CC=1)C1C=CC=CC=1.C(=O)([O-])[O-].[Cs+].[Cs+]. The catalyst is C1C=CC(/C=C/C(/C=C/C2C=CC=CC=2)=O)=CC=1.C1C=CC(/C=C/C(/C=C/C2C=CC=CC=2)=O)=CC=1.C1C=CC(/C=C/C(/C=C/C2C=CC=CC=2)=O)=CC=1.[Pd].[Pd].O1CCOCC1. The product is [CH2:1]([N:8]1[N:12]=[C:11]([C:13]2[C:17]3[CH:18]=[N:19][C:20]([NH:43][C:41]4[CH:40]=[CH:39][N:38]=[C:37]([C:35]5[CH:34]=[N:33][N:32]([S:29]([CH:26]6[CH2:28][CH2:27]6)(=[O:31])=[O:30])[CH:36]=5)[N:42]=4)=[CH:21][C:16]=3[N:15]([CH:23]([CH3:25])[CH3:24])[CH:14]=2)[CH:10]=[N:9]1)[C:2]1[CH:7]=[CH:6][CH:5]=[CH:4][CH:3]=1. The yield is 0.590. (6) The reactants are [F:1][C:2]1[CH:3]=[C:4]([C@H:8]2[CH2:12][CH2:11][CH2:10][N:9]2[C:13]2[CH:18]=[CH:17][N:16]3[N:19]=[CH:20][C:21]([NH2:22])=[C:15]3[N:14]=2)[CH:5]=[CH:6][CH:7]=1.[CH3:23][N:24]1[C:29](=[O:30])[CH:28]=[CH:27][C:26]([C:31](O)=[O:32])=[N:25]1.CN(C(ON1N=NC2C=CC=NC1=2)=[N+](C)C)C.F[P-](F)(F)(F)(F)F.CCN(C(C)C)C(C)C. The catalyst is CCOCC.CN(C=O)C. The product is [F:1][C:2]1[CH:3]=[C:4]([C@H:8]2[CH2:12][CH2:11][CH2:10][N:9]2[C:13]2[CH:18]=[CH:17][N:16]3[N:19]=[CH:20][C:21]([NH:22][C:31]([C:26]4[CH:27]=[CH:28][C:29](=[O:30])[N:24]([CH3:23])[N:25]=4)=[O:32])=[C:15]3[N:14]=2)[CH:5]=[CH:6][CH:7]=1. The yield is 0.330. (7) The reactants are [Cl:1][C:2]1[CH:8]=[C:7]([O:9][C:10]2[C:19]3[C:14](=[CH:15][C:16]([O:22][CH3:23])=[C:17]([O:20][CH3:21])[CH:18]=3)[N:13]=[CH:12][N:11]=2)[CH:6]=[CH:5][C:3]=1[NH2:4].ClC(Cl)(O[C:28](=[O:34])OC(Cl)(Cl)Cl)Cl.[CH3:36][NH:37][CH2:38][CH2:39][CH2:40][CH3:41].CO. The catalyst is C(Cl)(Cl)Cl.C(N(CC)CC)C. The product is [CH2:38]([N:37]([CH3:36])[C:28]([NH:4][C:3]1[CH:5]=[CH:6][C:7]([O:9][C:10]2[C:19]3[C:14](=[CH:15][C:16]([O:22][CH3:23])=[C:17]([O:20][CH3:21])[CH:18]=3)[N:13]=[CH:12][N:11]=2)=[CH:8][C:2]=1[Cl:1])=[O:34])[CH2:39][CH2:40][CH3:41]. The yield is 0.240. (8) The reactants are [F:1][C:2]1[CH:7]=[C:6]([I:8])[CH:5]=[CH:4][C:3]=1[NH:9][C:10]1[N:15]([CH3:16])[C:14](=[O:17])[C:13]2[N:18]=[CH:19][S:20][C:12]=2[C:11]=1[C:21](O)=[O:22].[CH:24]([O:26][CH2:27][CH2:28][O:29][NH2:30])=[CH2:25].CN(C(ON1N=NC2C=CC=NC1=2)=[N+](C)C)C.F[P-](F)(F)(F)(F)F. The catalyst is CN(C=O)C. The product is [F:1][C:2]1[CH:7]=[C:6]([I:8])[CH:5]=[CH:4][C:3]=1[NH:9][C:10]1[N:15]([CH3:16])[C:14](=[O:17])[C:13]2[N:18]=[CH:19][S:20][C:12]=2[C:11]=1[C:21]([NH:30][O:29][CH2:28][CH2:27][O:26][CH:24]=[CH2:25])=[O:22]. The yield is 0.170.